From a dataset of Full USPTO retrosynthesis dataset with 1.9M reactions from patents (1976-2016). Predict the reactants needed to synthesize the given product. (1) Given the product [NH:4]1[C:5]([C:6]2[CH:11]=[CH:10][C:9]([C:12]3[C:21]([CH3:22])=[CH:20][C:19]4[C:14](=[CH:15][CH:16]=[C:17]([OH:23])[CH:18]=4)[N:13]=3)=[CH:8][CH:7]=2)=[N:1][N:2]=[N:3]1, predict the reactants needed to synthesize it. The reactants are: [NH:1]1[C:5]([C:6]2[CH:11]=[CH:10][C:9]([C:12]3[C:21]([CH3:22])=[CH:20][C:19]4[C:14](=[CH:15][CH:16]=[C:17]([O:23]C)[CH:18]=4)[N:13]=3)=[CH:8][CH:7]=2)=[N:4][N:3]=[N:2]1. (2) Given the product [Br:1][C:2]1[C:3]([CH3:23])=[C:4]([CH3:22])[C:5]2[O:10][CH2:9][C:8]([C:12]3[CH:13]=[CH:14][C:15]([CH:18]([CH3:20])[CH3:19])=[CH:16][CH:17]=3)([CH3:11])[C:6]=2[CH:7]=1, predict the reactants needed to synthesize it. The reactants are: [Br:1][C:2]1[CH:7]=[C:6]([C:8]([C:12]2[CH:17]=[CH:16][C:15]([CH:18]([CH3:20])[CH3:19])=[CH:14][CH:13]=2)([CH3:11])[CH2:9][OH:10])[C:5](O)=[C:4]([CH3:22])[C:3]=1[CH3:23].C1(P(C2C=CC=CC=2)C2C=CC=CC=2)C=CC=CC=1.CCOC(/N=N/C(OCC)=O)=O.C1(C)C=CC=CC=1. (3) Given the product [NH2:1][C:2](=[O:40])[CH2:3][C:4]1([NH:20][C:21]([C:23]2[CH:28]=[CH:27][C:26]([N:29]3[CH2:30][C:31]([F:34])([F:33])[CH2:32]3)=[C:25]([O:35][CH2:36][CH:37]3[CH2:38][CH2:39]3)[N:24]=2)=[O:22])[CH2:9][CH2:8][NH:7][CH2:6][CH2:5]1, predict the reactants needed to synthesize it. The reactants are: [NH2:1][C:2](=[O:40])[CH2:3][C:4]1([NH:20][C:21]([C:23]2[CH:28]=[CH:27][C:26]([N:29]3[CH2:32][C:31]([F:34])([F:33])[CH2:30]3)=[C:25]([O:35][CH2:36][CH:37]3[CH2:39][CH2:38]3)[N:24]=2)=[O:22])[CH2:9][CH2:8][N:7](C(OCC2C=CC=CC=2)=O)[CH2:6][CH2:5]1. (4) Given the product [NH2:18][CH2:19][C:20]([OH:22])=[O:21].[CH3:23][O:24][CH2:25][CH2:26][CH:27]([O:31][C:32]([C:47]1[CH:48]=[CH:49][CH:50]=[CH:51][CH:52]=1)([C:39]1[CH:40]=[CH:41][C:42]([O:45][CH3:46])=[CH:43][CH:44]=1)[C:33]1[CH:38]=[CH:37][CH:36]=[CH:35][CH:34]=1)[C:28]([NH2:30])=[O:29], predict the reactants needed to synthesize it. The reactants are: C([NH:18][CH2:19][C:20]([OH:22])=[O:21])(OCC1C2C(=CC=CC=2)C2C1=CC=CC=2)=O.[CH3:23][O:24][CH2:25][CH2:26][CH:27]([O:31][C:32]([C:47]1[CH:52]=[CH:51][CH:50]=[CH:49][CH:48]=1)([C:39]1[CH:44]=[CH:43][C:42]([O:45][CH3:46])=[CH:41][CH:40]=1)[C:33]1[CH:38]=[CH:37][CH:36]=[CH:35][CH:34]=1)[C:28]([NH2:30])=[O:29].N1CCCCC1. (5) The reactants are: Br[C:2]1[S:6][C:5]([C@H:7]([N:9]([CH:29]2[CH2:31][CH2:30]2)[C:10]([C@H:12]2[CH2:17][N:16]([C:18]([O:20][C:21]([CH3:24])([CH3:23])[CH3:22])=[O:19])[CH2:15][C@@H:14]([C:25]([O:27][CH3:28])=[O:26])[O:13]2)=[O:11])[CH3:8])=[CH:4][C:3]=1[CH2:32][CH2:33][CH2:34][NH:35][C:36]([O:38][CH3:39])=[O:37].[C:40]1(B(O)O)[CH:45]=[CH:44][CH:43]=[CH:42][CH:41]=1.C(=O)([O-])[O-].[K+].[K+].C(=O)([O-])O.[Na+]. Given the product [CH:29]1([N:9]([C@@H:7]([C:5]2[S:6][C:2]([C:40]3[CH:45]=[CH:44][CH:43]=[CH:42][CH:41]=3)=[C:3]([CH2:32][CH2:33][CH2:34][NH:35][C:36]([O:38][CH3:39])=[O:37])[CH:4]=2)[CH3:8])[C:10]([C@H:12]2[CH2:17][N:16]([C:18]([O:20][C:21]([CH3:24])([CH3:23])[CH3:22])=[O:19])[CH2:15][C@@H:14]([C:25]([O:27][CH3:28])=[O:26])[O:13]2)=[O:11])[CH2:31][CH2:30]1, predict the reactants needed to synthesize it. (6) Given the product [O:1]1[CH2:2][CH2:3][CH:4]([S:20][C:18](=[O:21])[CH3:19])[CH2:5][CH2:6]1, predict the reactants needed to synthesize it. The reactants are: [O:1]1[CH2:6][CH2:5][CH:4](OS(C2C=CC(C)=CC=2)(=O)=O)[CH2:3][CH2:2]1.[C:18]([O-:21])(=[S:20])[CH3:19].[K+]. (7) The reactants are: [Cl:1][C:2]1[C:3]([CH3:11])=[C:4]([CH:8]=[CH:9][CH:10]=1)[C:5]([OH:7])=O.O.O[N:14]1[C:18]2[CH:19]=[CH:20][CH:21]=[CH:22]C=2N=N1.Cl.CN(C)[CH2:26][CH2:27][CH2:28][N:29]=[C:30]=NCC.[CH2:35](N(CC)CC)C. Given the product [Cl:1][C:2]1[C:3]([CH3:11])=[C:4]([CH:8]=[CH:9][CH:10]=1)[C:5]([N:14]([CH2:18][CH2:19][CH2:20][CH2:21][CH3:22])[CH:26]1[CH2:27][CH2:28][NH:29][CH2:30][CH2:35]1)=[O:7], predict the reactants needed to synthesize it.